Dataset: Serine/threonine kinase 33 screen with 319,792 compounds. Task: Binary Classification. Given a drug SMILES string, predict its activity (active/inactive) in a high-throughput screening assay against a specified biological target. (1) The molecule is S(CC(=O)N1CCCCC1)c1sc(NC(=O)c2c(F)cccc2)nn1. The result is 0 (inactive). (2) The result is 0 (inactive). The molecule is s1c(CN(Cc2cc3c([nH]c2=O)cc(OC)c(OC)c3)C(=S)NC)ccc1. (3) The compound is Brc1c(S(=O)(=O)N2CCCCC2)cc(C(=O)N2CCCCC2)cc1. The result is 0 (inactive). (4) The molecule is o1c(c2nc3c(nc2c2occc2)ccc(c3)C(=O)NCc2ncccc2)ccc1. The result is 0 (inactive). (5) The result is 0 (inactive). The compound is s1c2c(CCCCC2)c(c1NC(=O)CS(=O)(=O)c1c2c(n(c1)CC)cccc2)C(OCC)=O.